From a dataset of Forward reaction prediction with 1.9M reactions from USPTO patents (1976-2016). Predict the product of the given reaction. (1) Given the reactants [CH3:1][CH2:2][CH2:3][CH2:4][CH2:5][CH2:6]CN1C(C)=CS/C/1=C/C1SC=C(C)[N+]=1[CH2:1][CH2:2][CH2:3][CH2:4][CH2:5][CH2:6]C.[I-].[OH-].[Na+].[Na].[Na].[Na].[Na].C(ON(O[C:52](=[O:54])[CH3:53])CCN(OC(=O)C)OC(=O)C)(=O)C.C=CC1C=CC=CC=1.C(O)(=[O:66])C=C.CC(C(C(C(S)(C)C)(C)C)(C)C)C.[OH-].[Li+], predict the reaction product. The product is: [CH3:1]/[CH:2]=[CH:3]/[CH:4]1[CH2:53][C@H:52]([OH:54])[C@H:6]([OH:66])[CH2:5]1. (2) Given the reactants [CH3:1][N:2]([CH3:28])[C:3]1([C:22]2[CH:27]=[CH:26][CH:25]=[CH:24][N:23]=2)[CH2:8][CH2:7][CH:6]([CH2:9][C:10]([NH:12][CH2:13][CH2:14][CH2:15][C:16]2[CH:21]=[CH:20][CH:19]=[CH:18][CH:17]=2)=[O:11])[CH2:5][CH2:4]1.[Cl:29][Si](C)(C)C, predict the reaction product. The product is: [ClH:29].[CH3:28][N:2]([CH3:1])[C:3]1([C:22]2[CH:27]=[CH:26][CH:25]=[CH:24][N:23]=2)[CH2:4][CH2:5][CH:6]([CH2:9][C:10]([NH:12][CH2:13][CH2:14][CH2:15][C:16]2[CH:17]=[CH:18][CH:19]=[CH:20][CH:21]=2)=[O:11])[CH2:7][CH2:8]1. (3) Given the reactants [O:1]=[C:2]1[CH2:6][CH2:5][CH2:4][N:3]1[CH2:7][CH2:8][C:9]([N:11]1[CH2:15][CH2:14][C@H:13]([N:16]2[CH2:21][CH2:20][CH:19]([N:22]3[C:26]4[CH:27]=[CH:28][CH:29]=[CH:30][C:25]=4[NH:24][C:23]3=[O:31])[CH2:18][CH2:17]2)[CH2:12]1)=[O:10].[H-].[Na+].[CH3:34]I, predict the reaction product. The product is: [CH3:34][N:24]1[C:25]2[CH:30]=[CH:29][CH:28]=[CH:27][C:26]=2[N:22]([CH:19]2[CH2:20][CH2:21][N:16]([C@H:13]3[CH2:14][CH2:15][N:11]([C:9](=[O:10])[CH2:8][CH2:7][N:3]4[CH2:4][CH2:5][CH2:6][C:2]4=[O:1])[CH2:12]3)[CH2:17][CH2:18]2)[C:23]1=[O:31]. (4) Given the reactants O.NN.C(O)C.[O:7]1[C:11]2[CH:12]=[CH:13][C:14]([C:16](=O)[CH3:17])=[CH:15][C:10]=2[O:9][CH2:8]1, predict the reaction product. The product is: [CH2:16]([C:14]1[CH:13]=[CH:12][C:11]2[O:7][CH2:8][O:9][C:10]=2[CH:15]=1)[CH3:17]. (5) Given the reactants [CH2:1]([P:3]([CH2:6][CH:7]([CH3:10])[CH2:8][OH:9])(=[O:5])[OH:4])[CH3:2].[CH2:11](O)[CH2:12][CH2:13][CH2:14][OH:15], predict the reaction product. The product is: [CH2:1]([P:3]([CH2:6][CH:7]([CH3:10])[CH2:8][OH:9])(=[O:4])[O:5][CH2:11][CH2:12][CH2:13][CH2:14][OH:15])[CH3:2]. (6) Given the reactants Br[C:2]1[CH:3]=[C:4]2[C:9](=[CH:10][CH:11]=1)[CH2:8][N:7]([C:12](=[O:15])[CH2:13][OH:14])[CH2:6][CH2:5]2.[ClH:16].[CH3:17][C@@H:18]1[CH2:22][CH2:21][CH2:20][N:19]1[CH2:23][CH2:24][C:25]1[CH:30]=[CH:29][C:28](B(O)O)=[CH:27][CH:26]=1.C([O-])(O)=O.[Na+], predict the reaction product. The product is: [ClH:16].[OH:14][CH2:13][C:12]([N:7]1[CH2:6][CH2:5][C:4]2[C:9](=[CH:10][CH:11]=[C:2]([C:28]3[CH:27]=[CH:26][C:25]([CH2:24][CH2:23][N:19]4[CH2:20][CH2:21][CH2:22][C@H:18]4[CH3:17])=[CH:30][CH:29]=3)[CH:3]=2)[CH2:8]1)=[O:15]. (7) The product is: [CH2:20]([OH:21])[C@H:18]1[O:19][C@@H:13]([N:9]2[C:10](=[O:12])[S:11][C:6]3[C:5]([N:4]=[C:3]([NH2:2])[NH:8][C:7]2=3)=[O:22])[C@H:14]([OH:15])[C@@H:16]1[OH:17]. Given the reactants O.[NH2:2][C:3]1[NH:4][C:5](=[O:22])[C:6]2[S:11][C:10](=[O:12])[N:9]([C@@H:13]3[O:19][C@H:18]([CH2:20][OH:21])[C@@H:16]([OH:17])[C@H:14]3[OH:15])[C:7]=2[N:8]=1.S1C2C(=O)N=CNC=2NC1=O, predict the reaction product. (8) The product is: [N:24]1([CH2:23][CH2:22][NH:21][C:19]([C:15]2[C:16]3[C:11](=[CH:10][C:9]([O:8][C:4]4[CH:3]=[C:2]([NH:38][CH2:37][CH2:36][C:33]5[CH:34]=[CH:35][N:30]=[CH:31][CH:32]=5)[N:7]=[CH:6][N:5]=4)=[CH:18][CH:17]=3)[CH:12]=[CH:13][CH:14]=2)=[O:20])[CH2:29][CH2:28][O:27][CH2:26][CH2:25]1. Given the reactants Cl[C:2]1[N:7]=[CH:6][N:5]=[C:4]([O:8][C:9]2[CH:10]=[C:11]3[C:16](=[CH:17][CH:18]=2)[C:15]([C:19]([NH:21][CH2:22][CH2:23][N:24]2[CH2:29][CH2:28][O:27][CH2:26][CH2:25]2)=[O:20])=[CH:14][CH:13]=[CH:12]3)[CH:3]=1.[N:30]1[CH:35]=[CH:34][C:33]([CH2:36][CH2:37][NH2:38])=[CH:32][CH:31]=1.CNC1N=CN=C(OC2C=C3C(=CC=2)C(C(NCCN2CCOCC2)=O)=CC=C3)C=1, predict the reaction product. (9) Given the reactants [CH3:1][O:2][C:3]([C:5]1[CH:14]=[C:13](OS(C(F)(F)F)(=O)=O)[C:12]2[C:7](=[C:8]([N+:23]([O-])=O)[CH:9]=[CH:10][CH:11]=2)[N:6]=1)=[O:4].[C:26]1(C#C)[CH:31]=[CH:30][CH:29]=[CH:28][CH:27]=1.C#CCCCC, predict the reaction product. The product is: [CH3:1][O:2][C:3]([C:5]1[CH:14]=[C:13]([C:31]#[C:26][CH2:27][CH2:28][CH2:29][CH3:30])[C:12]2[C:7](=[C:8]([NH2:23])[CH:9]=[CH:10][CH:11]=2)[N:6]=1)=[O:4].